Dataset: Full USPTO retrosynthesis dataset with 1.9M reactions from patents (1976-2016). Task: Predict the reactants needed to synthesize the given product. (1) Given the product [N+:1]([C:4]1[CH:9]=[CH:8][C:7]([N:10]2[CH2:11][CH2:12][CH:13]([C:16]([OH:18])=[O:17])[CH2:14][CH2:15]2)=[CH:6][CH:5]=1)([O-:3])=[O:2], predict the reactants needed to synthesize it. The reactants are: [N+:1]([C:4]1[CH:9]=[CH:8][C:7]([N:10]2[CH2:15][CH2:14][CH:13]([C:16]([O:18]C)=[O:17])[CH2:12][CH2:11]2)=[CH:6][CH:5]=1)([O-:3])=[O:2].[OH-].[Na+]. (2) Given the product [CH3:4][CH:3]([CH:2]([CH:15]=[CH2:16])[C:1]([O:6][CH2:7][C:8]1[CH:9]=[CH:10][CH:11]=[CH:12][CH:13]=1)=[O:5])[CH3:22], predict the reactants needed to synthesize it. The reactants are: [C:1]([O:6][CH2:7][C:8]1[CH:13]=[CH:12][CH:11]=[CH:10][CH:9]=1)(=[O:5])/[CH:2]=[CH:3]/[CH3:4].[Li+].[CH3:15][CH:16]([N-]C(C)C)C.[CH3:22]N(P(N(C)C)(N(C)C)=O)C.C(I)(C)C. (3) Given the product [CH3:45][O:44][C:37](=[O:50])[CH2:36][CH2:41][NH:40][C:12](=[O:13])[C:11]1[CH:15]=[CH:16][C:8](/[CH:7]=[CH:6]\[CH:5]([C:17]2[CH:18]=[N:19][C:20]([C:23]3[CH:24]=[CH:25][C:26]([C:29]([F:32])([F:31])[F:30])=[CH:27][CH:28]=3)=[CH:21][CH:22]=2)[CH2:4][CH2:3][C:2]([F:1])([F:33])[F:34])=[CH:9][CH:10]=1, predict the reactants needed to synthesize it. The reactants are: [F:1][C:2]([F:34])([F:33])[CH2:3][CH2:4][CH:5]([C:17]1[CH:18]=[N:19][C:20]([C:23]2[CH:28]=[CH:27][C:26]([C:29]([F:32])([F:31])[F:30])=[CH:25][CH:24]=2)=[CH:21][CH:22]=1)/[CH:6]=[CH:7]\[C:8]1[CH:16]=[CH:15][C:11]([C:12](O)=[O:13])=[CH:10][CH:9]=1.Cl[C:36]1[C:37]([O:44][CH3:45])=NN=[N:40][C:41]=1OC.CN1CC[O:50]CC1.Cl.NCCC(O)=O.